The task is: Predict which catalyst facilitates the given reaction.. This data is from Catalyst prediction with 721,799 reactions and 888 catalyst types from USPTO. Reactant: [Cl:1][C:2]1[CH:3]=[C:4]([S:9][C:10]2[NH:11][C:12]3[C:17]([N:18]=2)=[C:16]([NH2:19])[N:15]=[CH:14][N:13]=3)[CH:5]=[C:6]([Cl:8])[CH:7]=1.C([O-])([O-])=O.[Cs+].[Cs+].BrCCCCCCCC[C:35]1[CH:43]=[CH:42][CH:41]=[C:37]([C:38](N)=[O:39])[C:36]=1[C:44]([NH2:46])=[O:45]. Product: [NH2:19][C:16]1[N:15]=[CH:14][N:13]=[C:12]2[C:17]=1[N:18]=[C:10]([S:9][C:4]1[CH:3]=[C:2]([Cl:1])[CH:7]=[C:6]([Cl:8])[CH:5]=1)[N:11]2[CH:35]([CH2:36][CH3:44])[CH2:43][CH2:42][CH2:41][CH2:37][CH2:38][N:46]1[C:44](=[O:45])[C:36]2[C:37](=[CH:41][CH:42]=[CH:43][CH:35]=2)[C:38]1=[O:39]. The catalyst class is: 3.